From a dataset of Reaction yield outcomes from USPTO patents with 853,638 reactions. Predict the reaction yield, written as a fraction of the theoretical maximum amount of product (1.0 means a 100% yield; for example, 0.34 means a 34% yield). (1) The product is [C:49]([C:48]1[CH:51]=[C:52]([C:18]2[CH:17]=[CH:16][CH:15]=[C:14]3[C:19]=2[CH:20]=[CH:21][C:12]([S:9]([N:8]([CH2:7][C:6]2[CH:37]=[CH:38][C:3]([O:2][CH3:1])=[CH:4][CH:5]=2)[C:31]2[CH:36]=[CH:35][N:34]=[CH:33][N:32]=2)(=[O:10])=[O:11])=[CH:13]3)[C:53]([O:55][CH3:56])=[N:54][C:47]=1[C:42]1[CH:41]=[C:40]([F:39])[CH:45]=[C:44]([F:46])[CH:43]=1)#[N:50]. The reactants are [CH3:1][O:2][C:3]1[CH:38]=[CH:37][C:6]([CH2:7][N:8]([C:31]2[CH:36]=[CH:35][N:34]=[CH:33][N:32]=2)[S:9]([C:12]2[CH:21]=[CH:20][C:19]3[C:14](=[CH:15][CH:16]=[CH:17][C:18]=3B3OC(C)(C)C(C)(C)O3)[CH:13]=2)(=[O:11])=[O:10])=[CH:5][CH:4]=1.[F:39][C:40]1[CH:41]=[C:42]([C:47]2[N:54]=[C:53]([O:55][CH3:56])[C:52](I)=[CH:51][C:48]=2[C:49]#[N:50])[CH:43]=[C:44]([F:46])[CH:45]=1.C(=O)([O-])[O-].[Na+].[Na+].O. The catalyst is C(O)(C)(C)C.O1CCOCC1. The yield is 0.840. (2) The reactants are Br[C:2]1[CH:3]=[CH:4][C:5]2[O:6][CH2:7][C:8](=[O:12])[NH:9][C:10]=2[N:11]=1.[CH2:13]([O:15]C(=O)COC1C([N+]([O-])=O)=NC(Br)=CC=1)C. The catalyst is C(O)(=O)C.CCOC(C)=O.[Fe]. The product is [O:12]=[C:8]1[CH2:7][O:6][C:5]2[CH:4]=[CH:3][C:2]([CH:13]=[O:15])=[N:11][C:10]=2[NH:9]1. The yield is 0.570. (3) The reactants are [NH2:1][C@@H:2]1[CH2:7][C@H:6]([NH:8][C:9]([CH3:12])([CH3:11])[CH3:10])[CH2:5][CH2:4][C@@H:3]1[N:13]1[CH2:17][CH2:16][C@H:15]([NH:18][C:19](=[O:28])[O:20][CH2:21][C:22]2[CH:27]=[CH:26][CH:25]=[CH:24][CH:23]=2)[C:14]1=[O:29].C(N(CC)CC)C.[C:37](OC(=O)C)(=[O:39])[CH3:38]. The catalyst is ClCCl. The product is [C:37]([NH:1][C@@H:2]1[CH2:7][C@H:6]([NH:8][C:9]([CH3:12])([CH3:11])[CH3:10])[CH2:5][CH2:4][C@@H:3]1[N:13]1[CH2:17][CH2:16][C@H:15]([NH:18][C:19](=[O:28])[O:20][CH2:21][C:22]2[CH:23]=[CH:24][CH:25]=[CH:26][CH:27]=2)[C:14]1=[O:29])(=[O:39])[CH3:38]. The yield is 0.900. (4) The reactants are [CH3:1][N:2]1[CH2:11][CH2:10][C:9]2[C:4](=[C:5]([N+:12]([O-:14])=[O:13])[CH:6]=[CH:7][CH:8]=2)[C:3]1=N.O.[O-2].[O-2].[O-2].[O:20]=[Si]=O.O=[Si]=O.O=[Si]=O.O=[Si]=O.[Al+3].[Al+3]. The catalyst is O.C(#N)C. The product is [CH3:1][N:2]1[CH2:11][CH2:10][C:9]2[C:4](=[C:5]([N+:12]([O-:14])=[O:13])[CH:6]=[CH:7][CH:8]=2)[C:3]1=[O:20]. The yield is 0.510. (5) The reactants are [Br:1][CH2:2][C:3]1[CH:10]=[CH:9][C:6]([C:7]#N)=[CH:5][C:4]=1[Cl:11].[H-].C([Al+]CC(C)C)C(C)C.Cl.[OH2:23]. The catalyst is C1(C)C=CC=CC=1. The product is [Br:1][CH2:2][C:3]1[CH:10]=[CH:9][C:6]([CH:7]=[O:23])=[CH:5][C:4]=1[Cl:11]. The yield is 0.800. (6) The reactants are O.[C:2]([OH:6])(=[O:5])[CH:3]=[O:4].[C:7](=[O:17])([O:9][CH2:10][C:11]1[CH:16]=[CH:15][CH:14]=[CH:13][CH:12]=1)[NH2:8]. The catalyst is CCOCC. The product is [CH2:10]([O:9][C:7]([NH:8][CH:3]([OH:4])[C:2]([OH:6])=[O:5])=[O:17])[C:11]1[CH:16]=[CH:15][CH:14]=[CH:13][CH:12]=1. The yield is 0.470. (7) The reactants are [Cl:1][C:2]1[CH:7]=[C:6]([F:8])[CH:5]=[CH:4][C:3]=1[N:9]1[C:17](=[O:18])[C:16]2[C@@H:15]3[C:19]([CH3:21])([CH3:20])[C@@:12]([CH3:22])([CH2:13][CH2:14]3)[C:11]=2[NH:10]1.I[CH2:24][CH2:25][CH:26]([CH3:28])[CH3:27]. The catalyst is CN(C)C=O. The product is [Cl:1][C:2]1[CH:7]=[C:6]([F:8])[CH:5]=[CH:4][C:3]=1[N:9]1[C:17](=[O:18])[C:16]2[C@@H:15]3[C:19]([CH3:21])([CH3:20])[C@@:12]([CH3:22])([CH2:13][CH2:14]3)[C:11]=2[N:10]1[CH2:24][CH2:25][CH:26]([CH3:28])[CH3:27]. The yield is 0.380. (8) The reactants are [Br:1][C:2]1[CH:17]=[CH:16][C:5]2[C:6]3[N:7]=[C:8]([CH:14]=O)[S:9][C:10]=3[CH2:11][CH2:12][O:13][C:4]=2[CH:3]=1.[N+](=[C:20](P(OC)(OC)=O)C(OC)=O)=[N-].C(=O)([O-])[O-].[K+].[K+]. The catalyst is CO. The product is [Br:1][C:2]1[CH:17]=[CH:16][C:5]2[C:6]3[N:7]=[C:8]([C:14]#[CH:20])[S:9][C:10]=3[CH2:11][CH2:12][O:13][C:4]=2[CH:3]=1. The yield is 0.380. (9) The reactants are [C:1]([O:5][CH2:6][CH3:7])(=[O:4])[CH:2]=[CH2:3].[CH:8]1([NH2:11])[CH2:10][CH2:9]1. The catalyst is C(O)C. The product is [CH2:6]([O:5][C:1](=[O:4])[CH2:2][CH2:3][N:11]([CH:8]1[CH2:10][CH2:9]1)[CH2:3][CH2:2][C:1]([O:5][CH2:6][CH3:7])=[O:4])[CH3:7]. The yield is 0.540. (10) The reactants are [CH3:1][N:2]([CH2:4][C:5]1[CH:6]=[C:7]([NH:11][C:12]([C@H:14]([NH:26][C:27]([N:29]2[CH2:34][CH2:33][NH:32][CH2:31][CH2:30]2)=[O:28])[C@H:15]([C:17]2[C:25]3[C:20](=[CH:21][CH:22]=[CH:23][CH:24]=3)[NH:19][CH:18]=2)[CH3:16])=[O:13])[CH:8]=[CH:9][CH:10]=1)[CH3:3].[CH:35]1([C:41](O)=[O:42])[CH2:40][CH2:39][CH2:38][CH2:37][CH2:36]1.CCN=C=NCCCN(C)C.C1C=CC2N(O)N=NC=2C=1.C(=O)([O-])O.[Na+]. The catalyst is C(OCC)(=O)C.C(#N)C.C1COCC1. The product is [CH:35]1([C:41]([N:32]2[CH2:33][CH2:34][N:29]([C:27]([NH:26][C@@H:14]([C:12]([NH:11][C:7]3[CH:8]=[CH:9][CH:10]=[C:5]([CH2:4][N:2]([CH3:3])[CH3:1])[CH:6]=3)=[O:13])[C@H:15]([C:17]3[C:25]4[C:20](=[CH:21][CH:22]=[CH:23][CH:24]=4)[NH:19][CH:18]=3)[CH3:16])=[O:28])[CH2:30][CH2:31]2)=[O:42])[CH2:40][CH2:39][CH2:38][CH2:37][CH2:36]1. The yield is 0.550.